Predict the product of the given reaction. From a dataset of Forward reaction prediction with 1.9M reactions from USPTO patents (1976-2016). (1) Given the reactants [H-].[Na+].[O:3]=[C:4]1[C:25]2[C:20](=[CH:21][CH:22]=[CH:23][CH:24]=2)[O:19][C:6]2([CH2:11][CH2:10][N:9]([C:12]([O:14][C:15]([CH3:18])([CH3:17])[CH3:16])=[O:13])[CH2:8][CH2:7]2)[CH2:5]1.C[CH2:27][O:28]CC.C(OCC)=O, predict the reaction product. The product is: [OH:28][CH:27]=[C:5]1[C:6]2([CH2:7][CH2:8][N:9]([C:12]([O:14][C:15]([CH3:18])([CH3:17])[CH3:16])=[O:13])[CH2:10][CH2:11]2)[O:19][C:20]2[C:25](=[CH:24][CH:23]=[CH:22][CH:21]=2)[C:4]1=[O:3]. (2) Given the reactants C[O:2][C:3](=[O:35])[CH2:4][C:5]12[CH2:12][CH2:11][C:8]([C:13]3[CH:18]=[CH:17][C:16]([C:19]4[CH:24]=[CH:23][C:22]([NH:25][C:26]5[O:27][C:28]([C:31]([CH3:34])([CH3:33])[CH3:32])=[N:29][N:30]=5)=[CH:21][CH:20]=4)=[CH:15][CH:14]=3)([CH2:9][CH2:10]1)[O:7][CH2:6]2.O.[OH-].[Li+], predict the reaction product. The product is: [C:31]([C:28]1[O:27][C:26]([NH:25][C:22]2[CH:21]=[CH:20][C:19]([C:16]3[CH:17]=[CH:18][C:13]([C:8]45[CH2:9][CH2:10][C:5]([CH2:4][C:3]([OH:35])=[O:2])([CH2:12][CH2:11]4)[CH2:6][O:7]5)=[CH:14][CH:15]=3)=[CH:24][CH:23]=2)=[N:30][N:29]=1)([CH3:34])([CH3:32])[CH3:33].